The task is: Predict the reaction yield, written as a fraction of the theoretical maximum amount of product (1.0 means a 100% yield; for example, 0.34 means a 34% yield).. This data is from Reaction yield outcomes from USPTO patents with 853,638 reactions. The reactants are [Cl:1][C:2]1[N:7]=[C:6]([C:8]2[S:12][C:11]([CH:13]([CH3:15])[CH3:14])=[N:10][C:9]=2[C:16]2[CH:17]=[C:18]([CH:20]=[CH:21][CH:22]=2)[NH2:19])[CH:5]=[CH:4][N:3]=1.[CH3:23][N:24]1[CH:28]=[C:27]([S:29](Cl)(=[O:31])=[O:30])[CH:26]=[N:25]1. No catalyst specified. The product is [Cl:1][C:2]1[N:7]=[C:6]([C:8]2[S:12][C:11]([CH:13]([CH3:15])[CH3:14])=[N:10][C:9]=2[C:16]2[CH:17]=[C:18]([NH:19][S:29]([C:27]3[CH:26]=[N:25][N:24]([CH3:23])[CH:28]=3)(=[O:31])=[O:30])[CH:20]=[CH:21][CH:22]=2)[CH:5]=[CH:4][N:3]=1. The yield is 0.586.